This data is from Full USPTO retrosynthesis dataset with 1.9M reactions from patents (1976-2016). The task is: Predict the reactants needed to synthesize the given product. Given the product [N:20]1[CH:25]=[CH:24][C:23]([C:2]2[C:10]3[C:9](=[O:11])[N:8]([CH2:12][CH2:13][C:14]4[CH:19]=[CH:18][CH:17]=[CH:16][N:15]=4)[N:7]=[CH:6][C:5]=3[S:4][CH:3]=2)=[CH:22][CH:21]=1, predict the reactants needed to synthesize it. The reactants are: Br[C:2]1[C:10]2[C:9](=[O:11])[N:8]([CH2:12][CH2:13][C:14]3[CH:19]=[CH:18][CH:17]=[CH:16][N:15]=3)[N:7]=[CH:6][C:5]=2[S:4][CH:3]=1.[N:20]1[CH:25]=[CH:24][C:23](B(O)O)=[CH:22][CH:21]=1.